From a dataset of NCI-60 drug combinations with 297,098 pairs across 59 cell lines. Regression. Given two drug SMILES strings and cell line genomic features, predict the synergy score measuring deviation from expected non-interaction effect. (1) Drug 1: CNC(=O)C1=CC=CC=C1SC2=CC3=C(C=C2)C(=NN3)C=CC4=CC=CC=N4. Drug 2: CC1C(C(CC(O1)OC2CC(CC3=C2C(=C4C(=C3O)C(=O)C5=CC=CC=C5C4=O)O)(C(=O)C)O)N)O. Cell line: CAKI-1. Synergy scores: CSS=37.2, Synergy_ZIP=-0.876, Synergy_Bliss=-0.993, Synergy_Loewe=-8.62, Synergy_HSA=0.176. (2) Drug 1: CC1=C(C(=CC=C1)Cl)NC(=O)C2=CN=C(S2)NC3=CC(=NC(=N3)C)N4CCN(CC4)CCO. Drug 2: CC(C)CN1C=NC2=C1C3=CC=CC=C3N=C2N. Cell line: SNB-75. Synergy scores: CSS=10.5, Synergy_ZIP=-3.92, Synergy_Bliss=-2.07, Synergy_Loewe=-2.75, Synergy_HSA=-1.03. (3) Drug 1: CC1=C2C(C(=O)C3(C(CC4C(C3C(C(C2(C)C)(CC1OC(=O)C(C(C5=CC=CC=C5)NC(=O)OC(C)(C)C)O)O)OC(=O)C6=CC=CC=C6)(CO4)OC(=O)C)OC)C)OC. Drug 2: C1CNP(=O)(OC1)N(CCCl)CCCl. Cell line: RPMI-8226. Synergy scores: CSS=78.9, Synergy_ZIP=8.58, Synergy_Bliss=8.05, Synergy_Loewe=-14.5, Synergy_HSA=8.23. (4) Drug 1: CC1C(C(CC(O1)OC2CC(CC3=C2C(=C4C(=C3O)C(=O)C5=C(C4=O)C(=CC=C5)OC)O)(C(=O)CO)O)N)O.Cl. Drug 2: COC1=C(C=C2C(=C1)N=CN=C2NC3=CC(=C(C=C3)F)Cl)OCCCN4CCOCC4. Cell line: HCT116. Synergy scores: CSS=1.97, Synergy_ZIP=9.53, Synergy_Bliss=21.1, Synergy_Loewe=7.54, Synergy_HSA=8.62.